From a dataset of Catalyst prediction with 721,799 reactions and 888 catalyst types from USPTO. Predict which catalyst facilitates the given reaction. (1) Reactant: [CH2:1]([N:8]([CH:12]1[CH2:17][CH2:16][N:15](C(OC(C)(C)C)=O)[CH2:14][CH2:13]1)[C:9](=[O:11])[CH3:10])[C:2]1[CH:7]=[CH:6][CH:5]=[CH:4][CH:3]=1.Cl.O1CCOCC1. Product: [CH2:1]([N:8]([CH:12]1[CH2:17][CH2:16][NH:15][CH2:14][CH2:13]1)[C:9](=[O:11])[CH3:10])[C:2]1[CH:3]=[CH:4][CH:5]=[CH:6][CH:7]=1. The catalyst class is: 12. (2) Reactant: [NH2:1][CH2:2][CH2:3][N:4]1[CH:8]=[C:7]([NH:9][C:10]([C:12]2[CH:13]=[N:14][N:15]3[CH:20]=[CH:19][CH:18]=[N:17][C:16]=23)=[O:11])[C:6]([C:21]2[CH:26]=[C:25]([Cl:27])[CH:24]=[CH:23][C:22]=2[O:28][CH3:29])=[N:5]1.C(N(CC)C(C)C)(C)C.[CH:39]1([C:42](Cl)=[O:43])[CH2:41][CH2:40]1. Product: [Cl:27][C:25]1[CH:24]=[CH:23][C:22]([O:28][CH3:29])=[C:21]([C:6]2[C:7]([NH:9][C:10]([C:12]3[CH:13]=[N:14][N:15]4[CH:20]=[CH:19][CH:18]=[N:17][C:16]=34)=[O:11])=[CH:8][N:4]([CH2:3][CH2:2][NH:1][C:42]([CH:39]3[CH2:41][CH2:40]3)=[O:43])[N:5]=2)[CH:26]=1. The catalyst class is: 4. (3) Reactant: [C:1]([O-:9])(=[O:8])[C:2]1[CH:7]=[CH:6][CH:5]=[CH:4][CH:3]=1.N1CCOCC1.C=O.[C:18](O)(=O)[C:19]1C=CC=C[CH:20]=1.C(O)(=O)C.C. Product: [C:1]([O:9][CH2:20][C:19]#[CH:18])(=[O:8])[C:2]1[CH:7]=[CH:6][CH:5]=[CH:4][CH:3]=1. The catalyst class is: 440. (4) Reactant: [CH3:1][S:2]([C:5]1[CH:36]=[CH:35][C:8]([CH2:9][NH:10][C:11]([C:13]2[CH:18]=[C:17]([NH2:19])[C:16]([C:20]([Si](C)(C)C)=[CH:21][C:22]#[C:23][Si](C)(C)C)=[C:15]([O:32][CH2:33][CH3:34])[N:14]=2)=[O:12])=[CH:7][CH:6]=1)(=[O:4])=[O:3].[F-].C([N+](CCCC)(CCCC)CCCC)CCC.O.C(OCC)(=O)C. Product: [NH2:19][C:17]1[C:16](/[CH:20]=[CH:21]/[C:22]#[CH:23])=[C:15]([O:32][CH2:33][CH3:34])[N:14]=[C:13]([C:11]([NH:10][CH2:9][C:8]2[CH:35]=[CH:36][C:5]([S:2]([CH3:1])(=[O:4])=[O:3])=[CH:6][CH:7]=2)=[O:12])[CH:18]=1. The catalyst class is: 7. (5) Reactant: [OH:1][CH2:2][CH:3]1[CH2:8][CH2:7][CH:6]([C:9]([O:11][CH3:12])=[O:10])[CH2:5][CH2:4]1.C(N(CC)CC)C.[C:20]([Si:24](Cl)([CH3:26])[CH3:25])([CH3:23])([CH3:22])[CH3:21]. Product: [Si:24]([O:1][CH2:2][CH:3]1[CH2:4][CH2:5][CH:6]([C:9]([O:11][CH3:12])=[O:10])[CH2:7][CH2:8]1)([C:20]([CH3:23])([CH3:22])[CH3:21])([CH3:26])[CH3:25]. The catalyst class is: 79. (6) Product: [Cl:8][C:9]1[CH:16]=[CH:15][C:12]([CH2:13][NH:14][C:1](=[O:6])[C:2]([CH3:5])([CH3:4])[CH3:3])=[CH:11][C:10]=1[N+:17]([O-:19])=[O:18]. The catalyst class is: 1. Reactant: [C:1](Cl)(=[O:6])[C:2]([CH3:5])([CH3:4])[CH3:3].[Cl:8][C:9]1[CH:16]=[CH:15][C:12]([CH2:13][NH2:14])=[CH:11][C:10]=1[N+:17]([O-:19])=[O:18]. (7) Reactant: [F:1][C:2]1[CH:3]=[CH:4][C:5]([CH2:8][O:9][C:10]2[CH:15]=[CH:14][N:13]([C:16]3[CH:17]=[CH:18][C:19]4[C:23]5[CH2:24][N:25](C(OC(C)(C)C)=O)[CH2:26][CH2:27][CH2:28][C:22]=5[N:21]([CH3:36])[C:20]=4[N:37]=3)[C:12](=[O:38])[CH:11]=2)=[N:6][CH:7]=1.[ClH:39]. Product: [ClH:39].[F:1][C:2]1[CH:3]=[CH:4][C:5]([CH2:8][O:9][C:10]2[CH:15]=[CH:14][N:13]([C:16]3[CH:17]=[CH:18][C:19]4[C:23]5[CH2:24][NH:25][CH2:26][CH2:27][CH2:28][C:22]=5[N:21]([CH3:36])[C:20]=4[N:37]=3)[C:12](=[O:38])[CH:11]=2)=[N:6][CH:7]=1. The catalyst class is: 5. (8) Reactant: [ClH:1].[N:2]1([CH2:8][CH2:9][O:10][C:11]2[CH:16]=[CH:15][C:14]([CH:17]3[C:25]4[C:20](=[CH:21][CH:22]=[C:23]([OH:26])[CH:24]=4)[C:19]4([C:34]5[C:29](=[CH:30][C:31]([OH:35])=[CH:32][CH:33]=5)[CH2:28][CH2:27]4)[CH2:18]3)=[CH:13][CH:12]=2)[CH2:7][CH2:6][CH2:5][CH2:4][CH2:3]1. Product: [ClH:1].[N:2]1([CH2:8][CH2:9][O:10][C:11]2[CH:16]=[CH:15][C:14]([C@@H:17]3[C:25]4[C:20](=[CH:21][CH:22]=[C:23]([OH:26])[CH:24]=4)[C@@:19]4([C:34]5[C:29](=[CH:30][C:31]([OH:35])=[CH:32][CH:33]=5)[CH2:28][CH2:27]4)[CH2:18]3)=[CH:13][CH:12]=2)[CH2:7][CH2:6][CH2:5][CH2:4][CH2:3]1. The catalyst class is: 175. (9) Reactant: [CH3:1][S@:2]([C:5]1[CH:10]=[CH:9][CH:8]=[CH:7][CH:6]=1)(=[NH:4])=[O:3].[CH3:11][Si:12](N(CC)CC)([CH3:14])[CH3:13]. Product: [CH3:11][Si:12]([CH3:14])([CH3:13])[N:4]=[S@@:2]([CH3:1])(=[O:3])[C:5]1[CH:10]=[CH:9][CH:8]=[CH:7][CH:6]=1. The catalyst class is: 10. (10) The catalyst class is: 164. Reactant: [CH3:1][C:2]1[CH:28]=[C:27]([CH3:29])[CH:26]=[CH:25][C:3]=1[CH2:4][N:5]1[C:10]([C:11]2[CH:16]=[CH:15][C:14](C)=[CH:13][CH:12]=2)=[CH:9][C:8]([C:18]([F:21])([F:20])[F:19])=[C:7]([C:22]#[N:23])[C:6]1=[O:24].[CH2:30]([O:32][C:33]([C:35]1[NH:36][C:37]2[C:42]([CH:43]=1)=[CH:41][C:40]([NH2:44])=[CH:39][CH:38]=2)=[O:34])[CH3:31].C(P(C(C)(C)C)C1C=CC=CC=1C1C=CC=CC=1C)(C)(C)C.[O-]P([O-])([O-])=O.[K+].[K+].[K+]. Product: [C:22]([C:7]1[C:6](=[O:24])[N:5]([CH2:4][C:3]2[CH:25]=[CH:26][C:27]([CH3:29])=[CH:28][C:2]=2[CH3:1])[C:10]([C:11]2[CH:16]=[CH:15][C:14]([NH:44][C:40]3[CH:41]=[C:42]4[C:37](=[CH:38][CH:39]=3)[NH:36][C:35]([C:33]([O:32][CH2:30][CH3:31])=[O:34])=[CH:43]4)=[CH:13][CH:12]=2)=[CH:9][C:8]=1[C:18]([F:21])([F:20])[F:19])#[N:23].